This data is from Forward reaction prediction with 1.9M reactions from USPTO patents (1976-2016). The task is: Predict the product of the given reaction. (1) Given the reactants C(O[C:4]([C:6]1[C:7]2[S:15][CH:14]=[C:13]([CH2:16][O:17][C:18]3[CH:23]=[C:22]([C:24]4[N:25]=[N:26][N:27]([CH3:29])[CH:28]=4)[CH:21]=[CH:20][C:19]=3[CH3:30])[C:8]=2[C:9]([NH2:12])=[N:10][CH:11]=1)=[O:5])C.[CH2:31]([CH2:33][NH2:34])[OH:32], predict the reaction product. The product is: [OH:32][CH2:31][CH2:33][NH:34][C:4]([C:6]1[C:7]2[S:15][CH:14]=[C:13]([CH2:16][O:17][C:18]3[CH:23]=[C:22]([C:24]4[N:25]=[N:26][N:27]([CH3:29])[CH:28]=4)[CH:21]=[CH:20][C:19]=3[CH3:30])[C:8]=2[C:9]([NH2:12])=[N:10][CH:11]=1)=[O:5]. (2) Given the reactants CN(C(ON1N=NC2C=CC=NC1=2)=[N+](C)C)C.F[P-](F)(F)(F)(F)F.[CH3:25][C@H:26]1[N:31]([C:32]2[CH:37]=[CH:36][C:35]([C:38]([F:41])([F:40])[F:39])=[CH:34][N:33]=2)[CH2:30][CH2:29][N:28]([CH2:42][C:43]2[C:44]([C:48](O)=[O:49])=[N:45][NH:46][CH:47]=2)[CH2:27]1.[NH2:51][C:52]1[CH:57]=[CH:56][N:55]=[CH:54][CH:53]=1.C(N(C(C)C)C(C)C)C, predict the reaction product. The product is: [CH3:25][C@H:26]1[N:31]([C:32]2[CH:37]=[CH:36][C:35]([C:38]([F:39])([F:41])[F:40])=[CH:34][N:33]=2)[CH2:30][CH2:29][N:28]([CH2:42][C:43]2[C:44]([C:48]([NH:51][C:52]3[CH:57]=[CH:56][N:55]=[CH:54][CH:53]=3)=[O:49])=[N:45][NH:46][CH:47]=2)[CH2:27]1. (3) Given the reactants [CH2:1]([O:8][C:9]1[CH:14]=[C:13]([O:15][CH2:16][CH2:17][O:18][CH3:19])[CH:12]=[CH:11][C:10]=1[CH2:20][CH2:21][C:22](OCC)=[O:23])[C:2]1[CH:7]=[CH:6][CH:5]=[CH:4][CH:3]=1.[H-].C([Al+]CC(C)C)C(C)C.CO, predict the reaction product. The product is: [CH2:1]([O:8][C:9]1[CH:14]=[C:13]([O:15][CH2:16][CH2:17][O:18][CH3:19])[CH:12]=[CH:11][C:10]=1[CH2:20][CH2:21][CH2:22][OH:23])[C:2]1[CH:3]=[CH:4][CH:5]=[CH:6][CH:7]=1. (4) Given the reactants [CH3:1][O:2][C:3]1[CH:12]=[C:11]2[C:6]([CH2:7][CH2:8][CH2:9][CH:10]2[C:13]([OH:15])=O)=[CH:5][CH:4]=1.[CH3:16][O:17][C:18]1[CH:23]=[CH:22][C:21]([CH2:24][NH:25][C:26]2[CH:31]=[CH:30][C:29]([O:32][CH3:33])=[CH:28][CH:27]=2)=[CH:20][CH:19]=1, predict the reaction product. The product is: [CH3:16][O:17][C:18]1[CH:19]=[CH:20][C:21]([CH2:24][N:25]([C:26]2[CH:27]=[CH:28][C:29]([O:32][CH3:33])=[CH:30][CH:31]=2)[C:13]([CH:10]2[C:11]3[C:6](=[CH:5][CH:4]=[C:3]([O:2][CH3:1])[CH:12]=3)[CH2:7][CH2:8][CH2:9]2)=[O:15])=[CH:22][CH:23]=1. (5) Given the reactants [NH:1]1[CH2:6][CH2:5][C:4]2([O:11][C:10]3[C:12]4[C:17]([C:18](=[O:21])[C:19](=[O:20])[C:9]=3[S:8][CH2:7]2)=[CH:16][CH:15]=[CH:14][CH:13]=4)[CH2:3][CH2:2]1.[Cl:22][CH:23]([C:27]1[CH:32]=[CH:31][CH:30]=[CH:29][CH:28]=1)[C:24](Cl)=[O:25], predict the reaction product. The product is: [Cl:22][CH:23]([C:27]1[CH:32]=[CH:31][CH:30]=[CH:29][CH:28]=1)[C:24]([N:1]1[CH2:2][CH2:3][C:4]2([O:11][C:10]3[C:12]4[C:17]([C:18](=[O:21])[C:19](=[O:20])[C:9]=3[S:8][CH2:7]2)=[CH:16][CH:15]=[CH:14][CH:13]=4)[CH2:5][CH2:6]1)=[O:25]. (6) Given the reactants [C:1]1([C:11]2[CH:15]=[CH:14][N:13]([Si:16]([CH:23]([CH3:25])[CH3:24])([CH:20]([CH3:22])[CH3:21])[CH:17]([CH3:19])[CH3:18])[CH:12]=2)[C:10]2[C:5](=[CH:6][CH:7]=[CH:8][CH:9]=2)[CH:4]=[CH:3][CH:2]=1.P(Br)(Br)[Br:27].C1C(=O)N(Br)C(=O)C1, predict the reaction product. The product is: [Br:27][C:15]1[C:11]([C:1]2[C:10]3[C:5](=[CH:6][CH:7]=[CH:8][CH:9]=3)[CH:4]=[CH:3][CH:2]=2)=[CH:12][N:13]([Si:16]([CH:20]([CH3:22])[CH3:21])([CH:23]([CH3:25])[CH3:24])[CH:17]([CH3:18])[CH3:19])[CH:14]=1. (7) Given the reactants [F:1][C:2]1[CH:7]=[C:6]([C:8]#[C:9][Si](C)(C)C)[CH:5]=[CH:4][C:3]=1[C:14]1[C:18]([C:19]2[CH:24]=[CH:23][N:22]=[CH:21][CH:20]=2)=[CH:17][N:16]([CH3:25])[N:15]=1.O, predict the reaction product. The product is: [C:8]([C:6]1[CH:5]=[CH:4][C:3]([C:14]2[C:18]([C:19]3[CH:24]=[CH:23][N:22]=[CH:21][CH:20]=3)=[CH:17][N:16]([CH3:25])[N:15]=2)=[C:2]([F:1])[CH:7]=1)#[CH:9].